This data is from Forward reaction prediction with 1.9M reactions from USPTO patents (1976-2016). The task is: Predict the product of the given reaction. (1) Given the reactants [C:1]([C:3]1[CH:4]=[CH:5][C:6]([O:24]C)=[C:7]([S:9]([NH:12][CH2:13][CH2:14][C:15]2[CH:20]=[CH:19][C:18]([CH:21]([CH3:23])[CH3:22])=[CH:17][CH:16]=2)(=[O:11])=[O:10])[CH:8]=1)#[N:2].[Cl-].[Li+].Cl, predict the reaction product. The product is: [C:1]([C:3]1[CH:4]=[CH:5][C:6]([OH:24])=[C:7]([S:9]([NH:12][CH2:13][CH2:14][C:15]2[CH:16]=[CH:17][C:18]([CH:21]([CH3:22])[CH3:23])=[CH:19][CH:20]=2)(=[O:11])=[O:10])[CH:8]=1)#[N:2]. (2) Given the reactants [F:1][C:2]1[C:10]([O:11][C:12]2[C:17]3=[C:18]([CH3:26])[C:19]([O:21][CH2:22][CH:23]4[CH2:25][O:24]4)=[CH:20][N:16]3[N:15]=[CH:14][N:13]=2)=[CH:9][CH:8]=[C:7]2[C:3]=1[CH:4]=[C:5]([CH3:27])[NH:6]2.[CH3:28][S:29]([O-:31])=[O:30].[Na+], predict the reaction product. The product is: [F:1][C:2]1[C:10]([O:11][C:12]2[C:17]3=[C:18]([CH3:26])[C:19]([O:21][CH2:22][CH:23]([OH:24])[CH2:25][S:29]([CH3:28])(=[O:31])=[O:30])=[CH:20][N:16]3[N:15]=[CH:14][N:13]=2)=[CH:9][CH:8]=[C:7]2[C:3]=1[CH:4]=[C:5]([CH3:27])[NH:6]2. (3) Given the reactants C([Li])CCC.Br[C:7]1[CH:12]=[CH:11][CH:10]=[CH:9][CH:8]=1.[C:13]([OH:18])(=[O:17])/[CH:14]=[CH:15]/[CH3:16].Cl, predict the reaction product. The product is: [C:7]1([CH:15]([CH3:16])[CH2:14][C:13]([OH:18])=[O:17])[CH:12]=[CH:11][CH:10]=[CH:9][CH:8]=1. (4) Given the reactants [C:1]1([S:7]([N:10]2[C:18]3[C:13](=[C:14]4[CH2:23][NH:22][CH2:21][CH2:20][O:19][C:15]4=[CH:16][CH:17]=3)[CH:12]=[CH:11]2)(=[O:9])=[O:8])[CH:6]=[CH:5][CH:4]=[CH:3][CH:2]=1.[C:24](O[C:24]([O:26][C:27]([CH3:30])([CH3:29])[CH3:28])=[O:25])([O:26][C:27]([CH3:30])([CH3:29])[CH3:28])=[O:25], predict the reaction product. The product is: [C:1]1([S:7]([N:10]2[C:18]3[C:13](=[C:14]4[CH2:23][N:22]([C:24]([O:26][C:27]([CH3:30])([CH3:29])[CH3:28])=[O:25])[CH2:21][CH2:20][O:19][C:15]4=[CH:16][CH:17]=3)[CH:12]=[CH:11]2)(=[O:9])=[O:8])[CH:6]=[CH:5][CH:4]=[CH:3][CH:2]=1. (5) Given the reactants [OH:1][CH2:2][CH:3]([CH2:5][OH:6])[OH:4].[C:7]([OH:14])(=[O:13])/[CH:8]=[CH:9]\[C:10]([OH:12])=[O:11].[C:15]([OH:28])(=[O:27])[CH2:16][CH2:17][CH2:18][CH2:19][CH2:20][CH2:21][CH2:22][CH2:23][C:24]([OH:26])=[O:25].O, predict the reaction product. The product is: [OH:1][CH2:2][CH:3]([CH2:5][OH:6])[OH:4].[C:7]([OH:14])(=[O:13])/[CH:8]=[CH:9]\[C:10]([OH:12])=[O:11].[C:15]([OH:28])(=[O:27])[CH2:16][CH2:17][CH2:18][CH2:19][CH2:20][CH2:21][CH2:22][CH2:23][C:24]([OH:26])=[O:25]. (6) Given the reactants [CH3:1][NH:2][S:3]([C:6]1[CH:11]=[CH:10][CH:9]=[CH:8][C:7]=1[N+:12]([O-:14])=[O:13])(=[O:5])=[O:4].Br[CH2:16][CH2:17][CH2:18][N:19]1[C:23](=[O:24])[C:22]2=[CH:25][CH:26]=[CH:27][CH:28]=[C:21]2[C:20]1=[O:29], predict the reaction product. The product is: [O:29]=[C:20]1[C:21]2[C:22](=[CH:25][CH:26]=[CH:27][CH:28]=2)[C:23](=[O:24])[N:19]1[CH2:18][CH2:17][CH2:16][N:2]([CH3:1])[S:3]([C:6]1[CH:11]=[CH:10][CH:9]=[CH:8][C:7]=1[N+:12]([O-:14])=[O:13])(=[O:4])=[O:5].